This data is from Catalyst prediction with 721,799 reactions and 888 catalyst types from USPTO. The task is: Predict which catalyst facilitates the given reaction. (1) Reactant: [OH:1][C@H:2]1[CH2:7][CH2:6][C@H:5]([NH:8][C:9]2[N:14]=[C:13]([NH:15][C:16]3[S:17][C:18]4[CH:24]=[C:23]([CH2:25][C:26](OCC)=[O:27])[CH:22]=[CH:21][C:19]=4[N:20]=3)[CH:12]=[C:11]([CH2:31][C:32]3[CH:37]=[CH:36][CH:35]=[CH:34][CH:33]=3)[N:10]=2)[CH2:4][CH2:3]1.[H-].[Al+3].[Li+].[H-].[H-].[H-].O. Product: [OH:27][CH2:26][CH2:25][C:23]1[CH:22]=[CH:21][C:19]2[N:20]=[C:16]([NH:15][C:13]3[CH:12]=[C:11]([CH2:31][C:32]4[CH:37]=[CH:36][CH:35]=[CH:34][CH:33]=4)[N:10]=[C:9]([NH:8][C@H:5]4[CH2:6][CH2:7][C@H:2]([OH:1])[CH2:3][CH2:4]4)[N:14]=3)[S:17][C:18]=2[CH:24]=1. The catalyst class is: 7. (2) Reactant: [OH:1][C:2]1[CH:3]=[CH:4][C:5]2[O:9][C:8](=[O:10])[NH:7][C:6]=2[CH:11]=1.[Si:12](Cl)([C:15]([CH3:18])([CH3:17])[CH3:16])([CH3:14])[CH3:13].N1C=CN=C1.O. Product: [Si:12]([O:1][C:2]1[CH:3]=[CH:4][C:5]2[O:9][C:8](=[O:10])[NH:7][C:6]=2[CH:11]=1)([C:15]([CH3:18])([CH3:17])[CH3:16])([CH3:14])[CH3:13]. The catalyst class is: 9.